From a dataset of Reaction yield outcomes from USPTO patents with 853,638 reactions. Predict the reaction yield, written as a fraction of the theoretical maximum amount of product (1.0 means a 100% yield; for example, 0.34 means a 34% yield). (1) The reactants are [C:1]([O:5][C:6]([N:8]1[C@H:14]([C:15]([OH:17])=O)[CH2:13][CH2:12][C:9]21[CH2:11][CH2:10]2)=[O:7])([CH3:4])([CH3:3])[CH3:2].CCN(C(C)C)C(C)C.CN(C(ON1N=NC2C=CC=NC1=2)=[N+](C)C)C.F[P-](F)(F)(F)(F)F.[F:51][C:52]([F:68])([F:67])[C:53]1[N:58]=[CH:57][C:56]([C:59]2[N:64]=[CH:63][N:62]=[C:61]([CH2:65][NH2:66])[CH:60]=2)=[CH:55][N:54]=1. The catalyst is CN(C)C=O.C(OCC)(=O)C. The product is [F:68][C:52]([F:51])([F:67])[C:53]1[N:58]=[CH:57][C:56]([C:59]2[N:64]=[CH:63][N:62]=[C:61]([CH2:65][NH:66][C:15]([C@@H:14]3[CH2:13][CH2:12][C:9]4([CH2:10][CH2:11]4)[N:8]3[C:6]([O:5][C:1]([CH3:2])([CH3:3])[CH3:4])=[O:7])=[O:17])[CH:60]=2)=[CH:55][N:54]=1. The yield is 0.690. (2) The reactants are [NH2:1][C:2]1[NH:6][N:5]=[C:4]([NH:7][C:8]2[CH:9]=[N:10][CH:11]=[CH:12][CH:13]=2)[C:3]=1[C:14]([NH2:16])=[O:15].[CH3:17][O:18][C:19]1[CH:26]=[CH:25][C:22]([CH:23]=O)=[CH:21][CH:20]=1.N1CCCCC1. The catalyst is C(O)C. The product is [CH3:17][O:18][C:19]1[CH:26]=[CH:25][C:22]([CH:23]=[N:1][C:2]2[NH:6][N:5]=[C:4]([NH:7][C:8]3[CH:9]=[N:10][CH:11]=[CH:12][CH:13]=3)[C:3]=2[C:14]([NH2:16])=[O:15])=[CH:21][CH:20]=1. The yield is 0.500. (3) The catalyst is CN(C=O)C.O. The product is [N:52]1([C:22]([C:21]2[CH:25]=[CH:26][C:18]([C:15]3[CH:16]=[CH:17][C:12]4[N:13]([C:9]([C:6]5[CH:5]=[CH:4][C:3]([C:1]#[N:2])=[CH:8][CH:7]=5)=[CH:10][N:11]=4)[CH:14]=3)=[CH:19][CH:20]=2)=[O:23])[CH2:57][CH2:56][O:55][CH2:54][CH2:53]1. The reactants are [C:1]([C:3]1[CH:8]=[CH:7][C:6]([C:9]2[N:13]3[CH:14]=[C:15]([C:18]4[CH:26]=[CH:25][C:21]([C:22](O)=[O:23])=[CH:20][CH:19]=4)[CH:16]=[CH:17][C:12]3=[N:11][CH:10]=2)=[CH:5][CH:4]=1)#[N:2].CN(C(ON1N=NC2C=CC=NC1=2)=[N+](C)C)C.F[P-](F)(F)(F)(F)F.C[N:52]1[CH2:57][CH2:56][O:55][CH2:54][CH2:53]1.N1CCOCC1. The yield is 0.162. (4) The product is [Cl:17][C:18]1[CH:23]=[CH:22][C:21]([CH2:24][C:25](=[C:5]2[C:6](=[O:8])[O:7][C:2]([CH3:10])([CH3:1])[O:3][C:4]2=[O:9])[OH:26])=[CH:20][CH:19]=1. The yield is 0.950. The reactants are [CH3:1][C:2]1([CH3:10])[O:7][C:6](=[O:8])[CH2:5][C:4](=[O:9])[O:3]1.N1C=CC=CC=1.[Cl:17][C:18]1[CH:23]=[CH:22][C:21]([CH2:24][C:25](Cl)=[O:26])=[CH:20][CH:19]=1.Cl. The catalyst is C(Cl)Cl. (5) The product is [C:1]([NH:4][CH:7]([OH:8])[C:6]([OH:10])=[O:9])(=[O:3])[CH3:2]. The catalyst is CC(C)=O. The reactants are [C:1]([NH2:4])(=[O:3])[CH3:2].O.[C:6]([OH:10])(=[O:9])[CH:7]=[O:8]. The yield is 1.00. (6) The reactants are [C:1]([O:4][C@H:5]1[CH2:10][CH2:9][C@:8]([CH3:28])([C@H:11]2[CH2:19][CH2:18][C@@:17]3([CH3:20])[C@@H:13]([CH2:14][CH2:15][C:16]3=[CH2:21])[C@@H:12]2[CH2:22]OS(C)(=O)=O)[C@@H:7]([CH2:29][O:30][Si:31]([C:34]([CH3:37])([CH3:36])[CH3:35])([CH3:33])[CH3:32])[CH2:6]1)(=[O:3])[CH3:2].[C-:38]#[N:39].[K+].C1COCC1.O. The catalyst is CS(C)=O. The product is [C:1]([O:4][C@H:5]1[CH2:10][CH2:9][C@@:8]([C@H:11]2[CH2:19][CH2:18][C@@:17]3([CH3:20])[C@@H:13]([CH2:14][CH2:15][C:16]3=[CH2:21])[C@@H:12]2[CH2:22][C:38]#[N:39])([CH3:28])[C@@H:7]([CH2:29][O:30][Si:31]([C:34]([CH3:35])([CH3:37])[CH3:36])([CH3:32])[CH3:33])[CH2:6]1)(=[O:3])[CH3:2]. The yield is 0.920. (7) The reactants are C([O:3][C:4](=[O:23])[CH2:5][CH2:6][CH2:7][CH2:8][C@@H:9]1[CH2:13][C:12]([F:15])([F:14])[CH2:11][N:10]1[C:16]([O:18][C:19]([CH3:22])([CH3:21])[CH3:20])=[O:17])C.C(O)C.O[Li].O. The catalyst is O. The product is [C:19]([O:18][C:16]([N:10]1[CH2:11][C:12]([F:14])([F:15])[CH2:13][C@H:9]1[CH2:8][CH2:7][CH2:6][CH2:5][C:4]([OH:23])=[O:3])=[O:17])([CH3:22])([CH3:20])[CH3:21]. The yield is 0.940.